Task: Predict which catalyst facilitates the given reaction.. Dataset: Catalyst prediction with 721,799 reactions and 888 catalyst types from USPTO (1) Reactant: [CH2:1]([N:8]([CH3:19])[CH2:9][C:10]([C:12]1[CH:17]=[CH:16][C:15]([F:18])=[CH:14][CH:13]=1)=[O:11])[C:2]1[CH:7]=[CH:6][CH:5]=[CH:4][CH:3]=1.[BH4-].[Na+]. Product: [CH2:1]([N:8]([CH3:19])[CH2:9][CH:10]([C:12]1[CH:13]=[CH:14][C:15]([F:18])=[CH:16][CH:17]=1)[OH:11])[C:2]1[CH:3]=[CH:4][CH:5]=[CH:6][CH:7]=1. The catalyst class is: 5. (2) Reactant: [CH3:1][C:2]1[CH:3]=[C:4]([C:11](=[O:13])[CH3:12])[CH:5]=[CH:6][C:7]=1[N+:8]([O-:10])=[O:9].[H-].[Na+].[F:16][C:17]([F:24])([F:23])[C:18](OCC)=[O:19]. Product: [F:16][C:17]([F:24])([F:23])[C:18](=[O:19])[CH2:12][C:11]([C:4]1[CH:5]=[CH:6][C:7]([N+:8]([O-:10])=[O:9])=[C:2]([CH3:1])[CH:3]=1)=[O:13]. The catalyst class is: 1. (3) Reactant: [OH:1][CH2:2][CH2:3][NH:4][C:5]1[C:18]2[C:17](=[O:19])[C:16]3[C:11](=[C:12]([NH:21][CH2:22][CH2:23][OH:24])[CH:13]=[C:14](Br)[CH:15]=3)[C:10](=[O:25])[C:9]=2[CH:8]=[C:7](Br)[CH:6]=1.CN(C)C=O.[C:32]1([S-:38])[CH:37]=[CH:36][CH:35]=[CH:34][CH:33]=1.[Na+]. Product: [OH:1][CH2:2][CH2:3][NH:4][C:5]1[C:18]2[C:17](=[O:19])[C:16]3[C:11](=[C:12]([NH:21][CH2:22][CH2:23][OH:24])[CH:13]=[C:14]([S:38][C:32]4[CH:37]=[CH:36][CH:35]=[CH:34][CH:33]=4)[CH:15]=3)[C:10](=[O:25])[C:9]=2[CH:8]=[C:7]([S:38][C:32]2[CH:37]=[CH:36][CH:35]=[CH:34][CH:33]=2)[CH:6]=1. The catalyst class is: 5. (4) Reactant: C([O:14][C:15]([C:17]1([O:20]/[N:21]=[C:22](/[C:72]2[N:73]=[C:74]([NH:77]C(OC(C)(C)C)=O)[S:75][CH:76]=2)\[C:23]([NH:25][C@@H:26]2[C:29](=[O:30])[N:28]([S:31]([OH:34])(=[O:33])=[O:32])[C@@H:27]2[CH2:35][N:36]2[N:40]=[C:39]([CH2:41][NH:42][C:43]([N:52](C(OC(C)(C)C)=O)[CH2:53][CH:54]3[CH2:57][N:56](C(OC(C)(C)C)=O)[CH2:55]3)=[N:44]C(OC(C)(C)C)=O)[CH:38]=[N:37]2)=[O:24])[CH2:19][CH2:18]1)=[O:16])(C1C=CC=CC=1)C1C=CC=CC=1.C(O)(C(F)(F)F)=O. Product: [NH2:77][C:74]1[S:75][CH:76]=[C:72](/[C:22](=[N:21]/[O:20][C:17]2([C:15]([OH:16])=[O:14])[CH2:18][CH2:19]2)/[C:23]([NH:25][C@@H:26]2[C:29](=[O:30])[N:28]([S:31]([OH:34])(=[O:32])=[O:33])[C@@H:27]2[CH2:35][N:36]2[N:40]=[C:39]([CH2:41][NH:42][C:43]([NH:52][CH2:53][CH:54]3[CH2:55][NH:56][CH2:57]3)=[NH:44])[CH:38]=[N:37]2)=[O:24])[N:73]=1. The catalyst class is: 2. (5) Reactant: [CH3:1][C:2]1([CH3:24])[CH2:11][CH2:10][C:9]([CH3:13])([CH3:12])[C:8]2[CH:7]=[C:6]([NH:14][C:15](=O)[CH2:16][C:17]3[CH:22]=[CH:21][CH:20]=[CH:19][CH:18]=3)[CH:5]=[CH:4][C:3]1=2.[H-].[Al+3].[Li+].[H-].[H-].[H-]. Product: [CH2:15]([NH:14][C:6]1[CH:5]=[CH:4][C:3]2[C:2]([CH3:24])([CH3:1])[CH2:11][CH2:10][C:9]([CH3:13])([CH3:12])[C:8]=2[CH:7]=1)[CH2:16][C:17]1[CH:18]=[CH:19][CH:20]=[CH:21][CH:22]=1. The catalyst class is: 27. (6) The catalyst class is: 12. Product: [CH3:1][S:2]([N:5]1[C:13]2[C:8](=[CH:9][C:10]([C:14](=[O:22])[C:15]3[CH:16]=[CH:17][C:18]([Cl:21])=[CH:19][CH:20]=3)=[CH:11][CH:12]=2)[C:7]([C:23]2[CH:28]=[CH:27][CH:26]=[C:25]([Cl:29])[CH:24]=2)=[CH:6]1)(=[O:3])=[O:4]. Reactant: [CH3:1][S:2]([N:5]1[C:13]2[C:8](=[CH:9][C:10]([C:14](=[O:22])[C:15]3[CH:20]=[CH:19][C:18]([Cl:21])=[CH:17][CH:16]=3)=[CH:11][CH:12]=2)[CH:7]([C:23]2[CH:28]=[CH:27][CH:26]=[C:25]([Cl:29])[CH:24]=2)[CH2:6]1)(=[O:4])=[O:3].ClC1C(=O)C(C#N)=C(C#N)C(=O)C=1Cl.